This data is from Full USPTO retrosynthesis dataset with 1.9M reactions from patents (1976-2016). The task is: Predict the reactants needed to synthesize the given product. Given the product [S:16]1[CH:17]=[CH:18][N:19]=[C:15]1[C:2]1[CH:9]=[CH:8][C:5]([CH:6]=[O:7])=[CH:4][CH:3]=1, predict the reactants needed to synthesize it. The reactants are: Br[C:2]1[CH:9]=[CH:8][C:5]([CH:6]=[O:7])=[CH:4][CH:3]=1.C([Sn](CCCC)(CCCC)[C:15]1[S:16][CH:17]=[CH:18][N:19]=1)CCC.